From a dataset of Catalyst prediction with 721,799 reactions and 888 catalyst types from USPTO. Predict which catalyst facilitates the given reaction. (1) Reactant: [F:1][C:2]([F:7])([F:6])[C:3]([OH:5])=[O:4].C([O:12][C:13]1[C:18]2[N:19]=[C:20]([O:22]C(C)C)[S:21][C:17]=2[C:16]([C@@H:26]([OH:50])[CH2:27][NH:28][CH2:29][CH2:30][CH2:31][CH2:32][C:33]2[CH:34]=[C:35]3[C:40](=[C:41]([C:43]4[CH:48]=[CH:47][CH:46]=[C:45]([F:49])[CH:44]=4)[N:42]=2)[N:39]=[CH:38][CH:37]=[CH:36]3)=[CH:15][CH:14]=1)(C)(C)C. Product: [F:1][C:2]([F:7])([F:6])[C:3]([OH:5])=[O:4].[F:49][C:45]1[CH:44]=[C:43]([C:41]2[N:42]=[C:33]([CH2:32][CH2:31][CH2:30][CH2:29][NH:28][CH2:27][C@@H:26]([C:16]3[C:17]4[S:21][C:20](=[O:22])[NH:19][C:18]=4[C:13]([OH:12])=[CH:14][CH:15]=3)[OH:50])[CH:34]=[C:35]3[C:40]=2[N:39]=[CH:38][CH:37]=[CH:36]3)[CH:48]=[CH:47][CH:46]=1. The catalyst class is: 106. (2) Product: [CH3:1][N:2]([S:15]([C:18]1[CH:23]=[CH:22][CH:21]=[CH:20][C:19]=1[C:24]([F:27])([F:25])[F:26])(=[O:17])=[O:16])[C:3]1[CH:4]=[CH:5][CH:6]=[C:7]2[C:11]=1[NH:10][C:9]([C:12]1[S:14][CH:30]([CH2:29][C:28]([O:33][CH2:34][CH3:35])=[O:32])[CH2:31][N:13]=1)=[CH:8]2. Reactant: [CH3:1][N:2]([S:15]([C:18]1[CH:23]=[CH:22][CH:21]=[CH:20][C:19]=1[C:24]([F:27])([F:26])[F:25])(=[O:17])=[O:16])[C:3]1[CH:4]=[CH:5][CH:6]=[C:7]2[C:11]=1[NH:10][C:9]([C:12](=[S:14])[NH2:13])=[CH:8]2.[C:28]([O:33][CH2:34][CH3:35])(=[O:32])[C:29]#[C:30][CH3:31].C(P(CCCC)CCCC)CCC.C1(C)C=CC=CC=1. The catalyst class is: 7. (3) Reactant: [CH:1]1[CH:10]=[CH:9][CH:8]=[C:7]2[C:2]=1[C:3]1[N:13]3[C@@H:14]([CH2:18][C:19]4[CH:24]=[CH:23][C:22]([OH:25])=[CH:21][CH:20]=4)[CH2:15][O:16][CH2:17][C:12]3=[N:11][C:4]=1[CH:5]=[N:6]2.C(N(CC)CC)C.[C:33](OC(=O)C)(=[O:35])[CH3:34].O. Product: [C:33]([O:25][C:22]1[CH:23]=[CH:24][C:19]([CH2:18][C@@H:14]2[N:13]3[C:3]4[C:2]5[C:7](=[CH:8][CH:9]=[CH:10][CH:1]=5)[N:6]=[CH:5][C:4]=4[N:11]=[C:12]3[CH2:17][O:16][CH2:15]2)=[CH:20][CH:21]=1)(=[O:35])[CH3:34]. The catalyst class is: 2. (4) Reactant: C[C:2]1[CH:10]=[CH:9][C:5]2[NH:6][CH:7]=[N:8][C:4]=2[CH:3]=1.C1C(=O)N(I)C(=O)C1.CCOC(C)=O.C([O-])(O)=O.[Na+]. Product: [N:6]1[C:5]2[CH:9]=[CH:10][CH:2]=[CH:3][C:4]=2[NH:8][CH:7]=1. The catalyst class is: 67. (5) Reactant: [CH3:1][C:2]1([CH2:6][O:7][C:8]2[CH:13]=[CH:12][C:11]([N+:14]([O-])=O)=[CH:10][C:9]=2[N:17]2[C:21](=[O:22])[N:20]([CH3:23])[N:19]=[N:18]2)[CH2:5][O:4][CH2:3]1. Product: [NH2:14][C:11]1[CH:12]=[CH:13][C:8]([O:7][CH2:6][C:2]2([CH3:1])[CH2:5][O:4][CH2:3]2)=[C:9]([N:17]2[C:21](=[O:22])[N:20]([CH3:23])[N:19]=[N:18]2)[CH:10]=1. The catalyst class is: 19. (6) Reactant: [OH:1][C:2]([C:4](F)(F)F)=O.OC(C(F)(F)F)=O.[F:15][CH2:16][CH2:17][N:18]1[CH2:23][CH2:22][NH:21][CH2:20][CH2:19]1.C(=O)([O-])[O-].[K+].[K+].BrCCO.BrC(O)C. Product: [F:15][CH2:16][CH2:17][N:18]1[CH2:23][CH2:22][N:21]([CH2:4][CH2:2][OH:1])[CH2:20][CH2:19]1. The catalyst class is: 10. (7) Reactant: [CH2:1]([C@H:3]1[CH2:20][C@@:18]2([CH3:19])[C@@H:14]([CH2:15][CH2:16][C@@H:17]2[OH:21])[C@H:13]2[C@H:4]1[C@@H:5]1[C:10]([CH2:11][CH2:12]2)=[CH:9][C:8](=[O:22])[CH2:7][CH2:6]1)[CH3:2].N1C=CC=CC=1.Cl[C:30]([O:32][CH2:33][CH2:34][CH2:35][CH2:36][CH2:37][CH2:38][CH2:39][CH2:40][CH2:41][CH2:42][CH2:43][CH3:44])=[O:31].CC(C)=O. Product: [CH2:1]([C@H:3]1[CH2:20][C@@:18]2([CH3:19])[C@@H:14]([CH2:15][CH2:16][C@@H:17]2[O:21][C:30]([O:32][CH2:33][CH2:34][CH2:35][CH2:36][CH2:37][CH2:38][CH2:39][CH2:40][CH2:41][CH2:42][CH2:43][CH3:44])=[O:31])[C@H:13]2[C@H:4]1[C@@H:5]1[C:10]([CH2:11][CH2:12]2)=[CH:9][C:8](=[O:22])[CH2:7][CH2:6]1)[CH3:2]. The catalyst class is: 2. (8) Reactant: C(OC([N:8]1[C@H:17]([C:18]([OH:20])=[O:19])[CH2:16][C@@H:15]2[C@@H:10]([CH2:11][CH2:12][C@H:13]([O:21][C:22]3[CH:23]=[C:24]([C:30]4[CH:35]=[CH:34][CH:33]=[CH:32][C:31]=4[F:36])[CH:25]=[CH:26][C:27]=3[C:28]#[N:29])[CH2:14]2)[CH2:9]1)=O)(C)(C)C.[N:37]([Sn](CCCC)(CCCC)CCCC)=[N+:38]=[N-:39].[Cl:53]CCl. Product: [ClH:53].[F:36][C:31]1[CH:32]=[CH:33][CH:34]=[CH:35][C:30]=1[C:24]1[CH:25]=[CH:26][C:27]([C:28]2[N:29]=[N:37][NH:38][N:39]=2)=[C:22]([O:21][C@H:13]2[CH2:12][CH2:11][C@@H:10]3[C@@H:15]([CH2:16][C@@H:17]([C:18]([OH:20])=[O:19])[NH:8][CH2:9]3)[CH2:14]2)[CH:23]=1. The catalyst class is: 7.